Dataset: Forward reaction prediction with 1.9M reactions from USPTO patents (1976-2016). Task: Predict the product of the given reaction. Given the reactants [F:1][C:2]([F:6])([F:5])[CH2:3][OH:4].F[C:8]1[CH:13]=[CH:12][C:11]([N+:14]([O-:16])=[O:15])=[CH:10][CH:9]=1, predict the reaction product. The product is: [N+:14]([C:11]1[CH:12]=[CH:13][C:8]([O:4][CH2:3][C:2]([F:6])([F:5])[F:1])=[CH:9][CH:10]=1)([O-:16])=[O:15].